From a dataset of Catalyst prediction with 721,799 reactions and 888 catalyst types from USPTO. Predict which catalyst facilitates the given reaction. (1) Reactant: Cl[C:2]1[N:10]([CH2:11][O:12][CH2:13][CH2:14][Si:15]([CH3:18])([CH3:17])[CH3:16])[C:9]2[C:4](=[N:5][C:6]([C:20]3[CH:25]=[CH:24][C:23]([C:26]4([CH2:29][S:30]([CH3:33])(=[O:32])=[O:31])[CH2:28][CH2:27]4)=[CH:22][CH:21]=3)=[C:7]([Cl:19])[CH:8]=2)[CH:3]=1.[O:34]1[CH2:38][C@@H:37]([OH:39])[C@H:36]2[O:40][CH2:41][C@@H:42]([OH:43])[C@@H:35]12.C(=O)([O-])[O-].[Cs+].[Cs+]. Product: [Cl:19][C:7]1[CH:8]=[C:9]2[N:10]([CH2:11][O:12][CH2:13][CH2:14][Si:15]([CH3:18])([CH3:17])[CH3:16])[C:2]([O:39][C@H:37]3[C@H:36]4[O:40][CH2:41][C@@H:42]([OH:43])[C@H:35]4[O:34][CH2:38]3)=[CH:3][C:4]2=[N:5][C:6]=1[C:20]1[CH:25]=[CH:24][C:23]([C:26]2([CH2:29][S:30]([CH3:33])(=[O:32])=[O:31])[CH2:28][CH2:27]2)=[CH:22][CH:21]=1. The catalyst class is: 16. (2) Reactant: ClC1C(F)=C(N[C:9]([CH3:19])=[C:10]([N+:16]([O-:18])=[O:17])[C:11]([O:13][CH2:14][CH3:15])=[O:12])C=CC=1.[N+]([CH2:24][C:25](OCC)=[O:26])([O-])=O.C(C(CC)(CC)C([O-])([O-])[O-])C.C(O)C. Product: [CH2:25]([O:26][C:9]([CH3:19])=[C:10]([N+:16]([O-:18])=[O:17])[C:11]([O:13][CH2:14][CH3:15])=[O:12])[CH3:24]. The catalyst class is: 11.